From a dataset of Full USPTO retrosynthesis dataset with 1.9M reactions from patents (1976-2016). Predict the reactants needed to synthesize the given product. (1) Given the product [Cl:9][C:10]1[C:17]([N+:18]([O-:20])=[O:19])=[CH:16][CH:15]=[CH:14][C:11]=1[CH2:12][N:6]1[CH2:5][C@H:4]([CH3:8])[NH:3][C@H:2]([CH3:1])[CH2:7]1, predict the reactants needed to synthesize it. The reactants are: [CH3:1][C@@H:2]1[CH2:7][NH:6][CH2:5][C@H:4]([CH3:8])[NH:3]1.[Cl:9][C:10]1[C:17]([N+:18]([O-:20])=[O:19])=[CH:16][CH:15]=[CH:14][C:11]=1[CH:12]=O.C(O[BH-](OC(=O)C)OC(=O)C)(=O)C.[Na+]. (2) Given the product [CH3:1][O:2][C:3]1[CH:4]=[C:5]2[C:10](=[CH:11][C:12]=1[O:13][CH3:14])[N:9]=[CH:8][N:7]=[C:6]2[O:15][C:16]1[CH:22]=[CH:21][C:19]([NH:20][C:34]([NH:42][C:43]2[S:44][CH:45]=[C:46]([CH3:48])[N:47]=2)=[O:40])=[CH:18][CH:17]=1, predict the reactants needed to synthesize it. The reactants are: [CH3:1][O:2][C:3]1[CH:4]=[C:5]2[C:10](=[CH:11][C:12]=1[O:13][CH3:14])[N:9]=[CH:8][N:7]=[C:6]2[O:15][C:16]1[CH:22]=[CH:21][C:19]([NH2:20])=[CH:18][CH:17]=1.C(N(CC)CC)C.ClC(Cl)(O[C:34](=[O:40])OC(Cl)(Cl)Cl)Cl.[NH2:42][C:43]1[S:44][CH:45]=[C:46]([CH3:48])[N:47]=1. (3) Given the product [C:6]([C:5]1[CH:8]=[CH:9][C:2](/[CH:13]=[CH:12]/[C:11]([O:15][CH3:16])=[O:14])=[C:3]([CH3:10])[CH:4]=1)#[N:7], predict the reactants needed to synthesize it. The reactants are: Br[C:2]1[CH:9]=[CH:8][C:5]([C:6]#[N:7])=[CH:4][C:3]=1[CH3:10].[C:11]([O:15][CH3:16])(=[O:14])[CH:12]=[CH2:13].CC1C=CC=CC=1P(C1C=CC=CC=1C)C1C=CC=CC=1C.C(OCC)(=O)C. (4) Given the product [O:20]1[CH:5]=[CH:4][CH:3]=[C:2]1[C:1]([CH2:9][CH2:10][CH2:11][CH2:12][CH2:13][CH2:14][C:15]([O:17][CH2:18][CH3:19])=[O:16])=[O:8], predict the reactants needed to synthesize it. The reactants are: [C:1]([CH2:9][CH2:10][CH2:11][CH2:12][CH2:13][CH2:14][C:15]([O:17][CH2:18][CH3:19])=[O:16])(=[O:8])[C:2]1C=C[CH:5]=[CH:4][CH:3]=1.[O:20]1C=CC=C1C(Cl)=O.